From a dataset of Catalyst prediction with 721,799 reactions and 888 catalyst types from USPTO. Predict which catalyst facilitates the given reaction. (1) Reactant: [CH3:1][CH2:2][CH2:3][CH2:4][N:5]([C:8]1[C:9]2[CH:17]([CH3:18])[C:16](=O)[N:15]([C:20]3[C:25]([CH3:26])=[CH:24][C:23]([CH3:27])=[CH:22][C:21]=3[CH3:28])[C:10]=2[N:11]=[C:12]([CH3:14])[N:13]=1)[CH2:6][CH3:7].[H-].[Al+3].[Li+].[H-].[H-].[H-]. Product: [CH2:4]([N:5]([C:8]1[C:9]2[CH:17]([CH3:18])[CH2:16][N:15]([C:20]3[C:25]([CH3:26])=[CH:24][C:23]([CH3:27])=[CH:22][C:21]=3[CH3:28])[C:10]=2[N:11]=[C:12]([CH3:14])[N:13]=1)[CH2:6][CH3:7])[CH2:3][CH2:2][CH3:1]. The catalyst class is: 1. (2) Reactant: [CH:1]1[C:10]2[C:5](=[CH:6][CH:7]=[CH:8][CH:9]=2)[C:4](B(O)O)=[CH:3][N:2]=1.FC(F)(F)S(O[C:20]1[C@@:24]2([CH3:42])[CH2:25][CH2:26][C@H:27]3[C@H:36]([C@@H:23]2[CH2:22][CH:21]=1)[CH2:35][CH:34]=[C:33]1[C@:28]3([CH3:41])[CH2:29][CH2:30][C:31](=[O:40])[N:32]1[CH:37]1[CH2:39][CH2:38]1)(=O)=O. Product: [CH:37]1([N:32]2[C:33]3[C@@:28]([CH3:41])([C@H:27]4[CH2:26][CH2:25][C@@:24]5([CH3:42])[C@@H:23]([CH2:22][CH:21]=[C:20]5[C:4]5[C:5]6[C:10](=[CH:9][CH:8]=[CH:7][CH:6]=6)[CH:1]=[N:2][CH:3]=5)[C@@H:36]4[CH2:35][CH:34]=3)[CH2:29][CH2:30][C:31]2=[O:40])[CH2:39][CH2:38]1. The catalyst class is: 184. (3) Reactant: [CH3:1][C:2]1[C:3]([CH2:14][S:15][C:16]2[NH:20][C:19]3[CH:21]=[CH:22][CH:23]=[CH:24][C:18]=3[N:17]=2)=[N:4][CH:5]=[CH:6][C:7]=1[O:8][CH2:9][C:10]([F:13])([F:12])[F:11].[C:25]([O:28][CH:29](I)[CH3:30])(=[O:27])[CH3:26].C(=O)([O-])O.[Na+].[Cl-].[Cs+]. Product: [C:25]([O:28][CH:29]([N:20]1[C:19]2[CH:21]=[CH:22][CH:23]=[CH:24][C:18]=2[N:17]=[C:16]1[S:15][CH2:14][C:3]1[C:2]([CH3:1])=[C:7]([O:8][CH2:9][C:10]([F:12])([F:11])[F:13])[CH:6]=[CH:5][N:4]=1)[CH3:30])(=[O:27])[CH3:26]. The catalyst class is: 192. (4) Reactant: [F:1][C:2]1[CH:3]=[C:4]([CH:13]([CH3:17])[C:14]([OH:16])=O)[CH:5]=[N:6][C:7]=1[NH:8][S:9]([CH3:12])(=[O:11])=[O:10].CN(C)CCCN=C=NCC.C1C=CC2N(O)N=NC=2C=1.[Cl:39][C:40]1[CH:41]=[C:42]([N:46]2[C:50]([CH2:51][NH2:52])=[CH:49][C:48]([C:53]([F:56])([F:55])[F:54])=[N:47]2)[CH:43]=[CH:44][CH:45]=1. Product: [Cl:39][C:40]1[CH:41]=[C:42]([N:46]2[C:50]([CH2:51][NH:52][C:14](=[O:16])[CH:13]([C:4]3[CH:5]=[N:6][C:7]([NH:8][S:9]([CH3:12])(=[O:10])=[O:11])=[C:2]([F:1])[CH:3]=3)[CH3:17])=[CH:49][C:48]([C:53]([F:54])([F:55])[F:56])=[N:47]2)[CH:43]=[CH:44][CH:45]=1. The catalyst class is: 9. (5) Reactant: [H-].[Al+3].[Li+].[H-].[H-].[H-].C[O:8][C:9]([C@H:11]1[CH2:16][CH2:15][C@H:14]([NH:17][CH2:18][C:19]2[CH:28]=[CH:27][C:22]3[O:23][CH2:24][CH2:25][O:26][C:21]=3[CH:20]=2)[CH2:13][CH2:12]1)=O. Product: [O:23]1[C:22]2[CH:27]=[CH:28][C:19]([CH2:18][NH:17][C@H:14]3[CH2:15][CH2:16][C@H:11]([CH2:9][OH:8])[CH2:12][CH2:13]3)=[CH:20][C:21]=2[O:26][CH2:25][CH2:24]1. The catalyst class is: 7. (6) Reactant: [Br:1][C:2]1[CH:3]=[C:4]([C:9](=[O:11])[CH3:10])[CH:5]=[CH:6][C:7]=1[OH:8].Br[CH2:13][C:14]([O:16][CH3:17])=[O:15].C(=O)([O-])[O-].[K+].[K+]. Product: [C:9]([C:4]1[CH:5]=[CH:6][C:7]([O:8][CH2:13][C:14]([O:16][CH3:17])=[O:15])=[C:2]([Br:1])[CH:3]=1)(=[O:11])[CH3:10]. The catalyst class is: 3.